This data is from Forward reaction prediction with 1.9M reactions from USPTO patents (1976-2016). The task is: Predict the product of the given reaction. (1) Given the reactants Br[CH2:2][CH2:3][OH:4].[N+:5]([C:8]1[CH:13]=[CH:12][C:11]([N:14]2[CH2:19][CH2:18][NH:17][CH2:16][CH2:15]2)=[CH:10][CH:9]=1)([O-:7])=[O:6].C([O-])([O-])=O.[K+].[K+].CCN(CC)CC, predict the reaction product. The product is: [N+:5]([C:8]1[CH:9]=[CH:10][C:11]([N:14]2[CH2:19][CH2:18][N:17]([CH2:2][CH2:3][OH:4])[CH2:16][CH2:15]2)=[CH:12][CH:13]=1)([O-:7])=[O:6]. (2) Given the reactants [NH2:1][C:2]1[C:3]([NH:9][CH2:10][C:11]2[CH:16]=[CH:15][C:14]([C:17]3[CH:22]=[CH:21][CH:20]=[CH:19][CH:18]=3)=[CH:13][C:12]=2[Cl:23])=[N:4][C:5]([Br:8])=[CH:6][CH:7]=1.[CH2:24]([O:26][C:27](OCC)(OCC)OCC)[CH3:25], predict the reaction product. The product is: [Br:8][C:5]1[N:4]=[C:3]2[N:9]([CH2:10][C:11]3[CH:16]=[CH:15][C:14]([C:17]4[CH:22]=[CH:21][CH:20]=[CH:19][CH:18]=4)=[CH:13][C:12]=3[Cl:23])[C:27]([O:26][CH2:24][CH3:25])=[N:1][C:2]2=[CH:7][CH:6]=1. (3) Given the reactants [CH:1]1([N:6]2[C:14]3[CH:13]=[CH:12][N:11]=[C:10]([O:15][CH3:16])[C:9]=3[C:8]([C:17]3[CH:22]=[CH:21][C:20]([S:23]([NH2:26])(=[O:25])=[O:24])=[CH:19][CH:18]=3)=[N:7]2)[CH2:5][CH2:4][CH2:3][CH2:2]1.C1C(=O)N([Br:34])C(=O)C1.S([O-])([O-])(=O)=S.[Na+].[Na+], predict the reaction product. The product is: [Br:34][C:13]1[C:14]2[N:6]([CH:1]3[CH2:2][CH2:3][CH2:4][CH2:5]3)[N:7]=[C:8]([C:17]3[CH:22]=[CH:21][C:20]([S:23]([NH2:26])(=[O:24])=[O:25])=[CH:19][CH:18]=3)[C:9]=2[C:10]([O:15][CH3:16])=[N:11][CH:12]=1.